This data is from Reaction yield outcomes from USPTO patents with 853,638 reactions. The task is: Predict the reaction yield, written as a fraction of the theoretical maximum amount of product (1.0 means a 100% yield; for example, 0.34 means a 34% yield). (1) The reactants are [NH2:1][C:2]1[C:7]2[O:8][CH2:9][O:10][C:6]=2[C:5]([C:11]([OH:13])=O)=[CH:4][C:3]=1[Cl:14].C([N:17]1[CH:21]=[CH:20][N:19]=[CH:18]1)([N:17]1[CH:21]=[CH:20][N:19]=[CH:18]1)=O. The catalyst is C(#N)C. The product is [NH2:1][C:2]1[C:7]2[O:8][CH2:9][O:10][C:6]=2[C:5]([C:11]([N:17]2[CH:21]=[CH:20][N:19]=[CH:18]2)=[O:13])=[CH:4][C:3]=1[Cl:14]. The yield is 0.750. (2) The reactants are [CH3:1][O-:2].[Na+].[Na].Cl[C:6]1[CH:11]=[C:10](Cl)[C:9]([C:13]([F:16])([F:15])[F:14])=[CH:8][C:7]=1[N+:17]([O-:19])=[O:18].[CH3:20][OH:21]. The yield is 0.970. The product is [CH3:1][O:2][C:6]1[CH:11]=[C:10]([O:21][CH3:20])[C:9]([C:13]([F:16])([F:15])[F:14])=[CH:8][C:7]=1[N+:17]([O-:19])=[O:18]. No catalyst specified. (3) The yield is 0.990. The product is [N+:13]([C:12]1[CH:11]=[CH:10][CH:9]=[C:8]([N+:16]([O-:18])=[O:17])[C:7]=1[NH:1][CH2:2][CH2:3][CH2:4][OH:5])([O-:15])=[O:14]. The reactants are [NH2:1][CH2:2][CH2:3][CH2:4][OH:5].Cl[C:7]1[C:12]([N+:13]([O-:15])=[O:14])=[CH:11][CH:10]=[CH:9][C:8]=1[N+:16]([O-:18])=[O:17].C(N(CC)CC)C.O1CCCC1. The catalyst is C(OCC)(=O)C. (4) The reactants are S(Cl)([Cl:3])=O.CN(C=O)C.[N:10]1[CH:11]=[C:12]([C:27]([CH3:32])([CH3:31])[C:28](O)=[O:29])[N:13]2[C:26]=1[C:25]1[CH:24]=[CH:23][CH:22]=[CH:21][C:20]=1[C:19]1[CH:18]=[CH:17][CH:16]=[CH:15][C:14]2=1. The catalyst is ClCCl. The product is [N:10]1[CH:11]=[C:12]([C:27]([CH3:32])([CH3:31])[C:28]([Cl:3])=[O:29])[N:13]2[C:26]=1[C:25]1[CH:24]=[CH:23][CH:22]=[CH:21][C:20]=1[C:19]1[CH:18]=[CH:17][CH:16]=[CH:15][C:14]2=1. The yield is 1.00. (5) The product is [CH2:5]([NH:6][CH2:7][CH3:2])[CH3:4].[F:8][C:5]1[C:4]([C@@H:9]2[C@@H:13]([C:14]3[CH:19]=[CH:18][CH:17]=[C:16]([F:20])[CH:15]=3)[O:12][C:11](=[O:21])[NH:10]2)=[CH:3][C:2]([C:23]#[C:22][C:24]2[CH:25]=[N:26][CH:27]=[C:28]([F:30])[CH:29]=2)=[CH:7][N:6]=1. The catalyst is C(N(CC)CC)C.C(=O)=O.[Cu]I.Cl[Pd](Cl)([P](C1C=CC=CC=1)(C1C=CC=CC=1)C1C=CC=CC=1)[P](C1C=CC=CC=1)(C1C=CC=CC=1)C1C=CC=CC=1. The yield is 0.00100. The reactants are Br[C:2]1[CH:3]=[C:4]([C@@H:9]2[C@@H:13]([C:14]3[CH:19]=[CH:18][CH:17]=[C:16]([F:20])[CH:15]=3)[O:12][C:11](=[O:21])[NH:10]2)[C:5]([F:8])=[N:6][CH:7]=1.[C:22]([C:24]1[CH:25]=[N:26][CH:27]=[C:28]([F:30])[CH:29]=1)#[CH:23].C1(P(C2C=CC=CC=2)C2C=CC=CC=2)C=CC=CC=1.CO. (6) The reactants are [F:1][C:2]([F:16])([F:15])[O:3][C:4]1[CH:12]=[C:11]([CH:13]=[CH2:14])[CH:10]=[CH:9][C:5]=1[C:6]([OH:8])=[O:7].Br[CH:18]([C:23]1[CH:28]=[C:27]([Cl:29])[C:26]([F:30])=[C:25]([Cl:31])[CH:24]=1)[C:19]([F:22])([F:21])[F:20].N1C=CC=CC=1C1C=CC=CN=1. The catalyst is CN1CCCC1.O.[Cu]Cl. The product is [Cl:29][C:27]1[CH:28]=[C:23]([CH:18]([C:19]([F:22])([F:21])[F:20])/[CH:14]=[CH:13]/[C:11]2[CH:10]=[CH:9][C:5]([C:6]([OH:8])=[O:7])=[C:4]([O:3][C:2]([F:15])([F:16])[F:1])[CH:12]=2)[CH:24]=[C:25]([Cl:31])[C:26]=1[F:30]. The yield is 0.210. (7) The reactants are C1(P(C2C=CC=CC=2)C2C=CC=CC=2)C=CC=CC=1.N(C(OCC)=O)=NC(OCC)=O.[Cl:32][CH2:33][CH2:34][C@H:35]([C:37]1[CH:42]=[CH:41][CH:40]=[CH:39][CH:38]=1)O.[C:43]1(=[O:53])[NH:47][C:46](=[O:48])[C:45]2=[CH:49][CH:50]=[CH:51][CH:52]=[C:44]12. The catalyst is C1COCC1. The product is [Cl:32][CH2:33][CH2:34][C@H:35]([N:47]1[C:43](=[O:53])[C:44]2[C:45](=[CH:49][CH:50]=[CH:51][CH:52]=2)[C:46]1=[O:48])[C:37]1[CH:42]=[CH:41][CH:40]=[CH:39][CH:38]=1. The yield is 0.740.